Dataset: Forward reaction prediction with 1.9M reactions from USPTO patents (1976-2016). Task: Predict the product of the given reaction. (1) Given the reactants [CH3:1][C:2]1[N:6]=[C:5]([CH3:7])[N:4]([C:8]2[C:12]([CH3:13])=[N:11][NH:10][C:9]=2[OH:14])[N:3]=1.C([O-])([O-])=O.[Cs+].[Cs+].Br[CH:22]([CH3:34])[C:23]([C:25]1[CH:30]=[CH:29][C:28]([O:31][CH3:32])=[CH:27][C:26]=1[CH3:33])=[O:24], predict the reaction product. The product is: [CH3:1][C:2]1[N:6]=[C:5]([CH3:7])[N:4]([C:8]2[C:12]([CH3:13])=[N:11][NH:10][C:9]=2[O:14][CH:22]([CH3:34])[C:23]([C:25]2[CH:30]=[CH:29][C:28]([O:31][CH3:32])=[CH:27][C:26]=2[CH3:33])=[O:24])[N:3]=1. (2) Given the reactants [N+:1]([C:4]1[CH:10]=[CH:9][C:7]([NH2:8])=[CH:6][CH:5]=1)([O-:3])=[O:2].N([O-])=O.[Na+].[N-:15]=[N+:16]=[N-].[Na+].C([O-])(=O)C.[Na+], predict the reaction product. The product is: [N:8]([C:7]1[CH:9]=[CH:10][C:4]([N+:1]([O-:3])=[O:2])=[CH:5][CH:6]=1)=[N+:15]=[N-:16].